From a dataset of NCI-60 drug combinations with 297,098 pairs across 59 cell lines. Regression. Given two drug SMILES strings and cell line genomic features, predict the synergy score measuring deviation from expected non-interaction effect. (1) Drug 1: C1=CC(=CC=C1CCC2=CNC3=C2C(=O)NC(=N3)N)C(=O)NC(CCC(=O)O)C(=O)O. Drug 2: C1=NC2=C(N=C(N=C2N1C3C(C(C(O3)CO)O)O)F)N. Cell line: HOP-92. Synergy scores: CSS=15.8, Synergy_ZIP=0.574, Synergy_Bliss=0.458, Synergy_Loewe=-6.24, Synergy_HSA=1.28. (2) Drug 1: C1=NC2=C(N1)C(=S)N=C(N2)N. Drug 2: CN1C(=O)N2C=NC(=C2N=N1)C(=O)N. Cell line: HCT116. Synergy scores: CSS=40.9, Synergy_ZIP=1.09, Synergy_Bliss=0.274, Synergy_Loewe=-26.0, Synergy_HSA=-0.377.